Dataset: Full USPTO retrosynthesis dataset with 1.9M reactions from patents (1976-2016). Task: Predict the reactants needed to synthesize the given product. Given the product [Br:1][C:2]1[CH:3]=[C:4]2[C:9](=[CH:10][CH:11]=1)[N:8]=[CH:7][C:6]([C:12](=[O:14])[CH3:13])=[C:5]2[NH:26][C:25]1[CH:27]=[CH:28][CH:29]=[C:23]([CH2:22][CH2:21][N:16]2[CH2:17][CH2:18][CH2:19][CH2:20]2)[CH:24]=1, predict the reactants needed to synthesize it. The reactants are: [Br:1][C:2]1[CH:3]=[C:4]2[C:9](=[CH:10][CH:11]=1)[N:8]=[CH:7][C:6]([C:12](=[O:14])[CH3:13])=[C:5]2Cl.[N:16]1([CH2:21][CH2:22][C:23]2[CH:24]=[C:25]([CH:27]=[CH:28][CH:29]=2)[NH2:26])[CH2:20][CH2:19][CH2:18][CH2:17]1.